From a dataset of Forward reaction prediction with 1.9M reactions from USPTO patents (1976-2016). Predict the product of the given reaction. Given the reactants [Cl-].[Br:2][C:3]1[CH:4]=[CH:5][C:6]([CH:21]2[CH2:23][CH2:22]2)=[C:7]([CH:9]2[C:11]3([C:15](=[O:16])[C:14]([CH3:18])([CH3:17])[O:13][C:12]3([CH3:20])[CH3:19])[O:10]2)[CH:8]=1, predict the reaction product. The product is: [Br:2][C:3]1[CH:4]=[CH:5][C:6]([CH:21]2[CH2:22][CH2:23]2)=[C:7]([CH:9]2[C:15](=[O:16])[C:14]([CH3:17])([CH3:18])[O:13][C:12]([CH3:19])([CH3:20])[C:11]2=[O:10])[CH:8]=1.